Dataset: Drug-target binding data from BindingDB using IC50 measurements. Task: Regression. Given a target protein amino acid sequence and a drug SMILES string, predict the binding affinity score between them. We predict pIC50 (pIC50 = -log10(IC50 in M); higher means more potent). Dataset: bindingdb_ic50. The compound is CS[C@@]12OC(C)(C)O[C@@H]1CC1C3C[C@H](F)C4=CC(=O)C=C[C@]4(C)[C@@]3(F)[C@@H](O)C[C@@]12C. The target protein (P06536) has sequence MDSKESLAPPGRDEVPGSLLGQGRGSVMDFYKSLRGGATVKVSASSPSVAAASQADSKQQRILLDFSKGSTSNVQQRQQQQQQQQQQQQQQQQQQQPDLSKAVSLSMGLYMGETETKVMGNDLGYPQQGQLGLSSGETDFRLLEESIANLNRSTSVPENPKSSTSATGCATPTEKEFPKTHSDASSEQQNRKSQTGTNGGSVKLYPTDQSTFDLLKDLEFSAGSPSKDTNESPWRSDLLIDENLLSPLAGEDDPFLLEGNTNEDCKPLILPDTKPKIKDTGDTILSSPSSVALPQVKTEKDDFIELCTPGVIKQEKLGPVYCQASFSGTNIIGNKMSAISVHGVSTSGGQMYHYDMNTASLSQQQDQKPVFNVIPPIPVGSENWNRCQGSGEDSLTSLGALNFPGRSVFSNGYSSPGMRPDVSSPPSSSSAATGPPPKLCLVCSDEASGCHYGVLTCGSCKVFFKRAVEGQHNYLCAGRNDCIIDKIRRKNCPACRYRKC.... The pIC50 is 8.6.